Predict the reactants needed to synthesize the given product. From a dataset of Full USPTO retrosynthesis dataset with 1.9M reactions from patents (1976-2016). (1) Given the product [F:1][C:2]1[CH:3]=[C:4]([CH:5]=[CH:6][C:7]=1[F:8])[CH2:9][CH2:10][Br:12], predict the reactants needed to synthesize it. The reactants are: [F:1][C:2]1[CH:3]=[C:4]([CH2:9][CH2:10]O)[CH:5]=[CH:6][C:7]=1[F:8].[BrH:12].S(=O)(=O)(O)O. (2) Given the product [Br:10][C:5]1[C:6]([Br:9])=[C:7]([CH3:8])[CH:2]=[C:3]2[C:4]=1[C:11]1([CH3:19])[O:13][CH:14]2[CH:15]=[CH:16]1, predict the reactants needed to synthesize it. The reactants are: Br[C:2]1[C:7]([CH3:8])=[C:6]([Br:9])[C:5]([Br:10])=[C:4]([CH3:11])[C:3]=1Br.[O:13]1C=[CH:16][CH:15]=[CH:14]1.[Li][CH2:19]CCC.CO. (3) Given the product [O:20]=[C:6]1[C:5]([C:21]2[CH:22]=[CH:23][CH:24]=[CH:25][CH:26]=2)=[CH:4][C:3]2[C:2]([C:28]#[N:29])=[N:11][CH:10]=[CH:9][C:8]=2[NH:7]1, predict the reactants needed to synthesize it. The reactants are: Cl[C:2]1[N:11]=[CH:10][CH:9]=[C:8]2[C:3]=1[CH:4]=[C:5]([C:21]1[CH:26]=[CH:25][CH:24]=[CH:23][CH:22]=1)[C:6](=[O:20])[N:7]2NC(OC(C)(C)C)=O.O.[CH3:28][N:29](C=O)C. (4) The reactants are: [F:1][C:2]1[C:3]([NH:18][C:19]2[CH:24]=[CH:23][C:22]([I:25])=[CH:21][C:20]=2[F:26])=[C:4]([CH:12]=[C:13]([CH:16]=O)[C:14]=1[F:15])[C:5]([NH:7][O:8][CH2:9][CH2:10][OH:11])=[O:6].[CH2:27]([NH2:31])[CH2:28][CH2:29][NH2:30].[BH4-].[Na+]. Given the product [NH2:30][CH2:29][CH2:28][CH2:27][NH:31][CH2:16][C:13]1[C:14]([F:15])=[C:2]([F:1])[C:3]([NH:18][C:19]2[CH:24]=[CH:23][C:22]([I:25])=[CH:21][C:20]=2[F:26])=[C:4]([CH:12]=1)[C:5]([NH:7][O:8][CH2:9][CH2:10][OH:11])=[O:6], predict the reactants needed to synthesize it. (5) Given the product [CH:3]1([CH2:6][N:7]2[C:12](=[O:13])[C:11]3[C:14]([C:35]4[CH:40]=[CH:39][CH:38]=[CH:37][CH:36]=4)=[C:15]([C:17]4[CH:22]=[CH:21][C:20]([C:23]5([NH:27][C:28](=[O:34])[O:29][C:30]([CH3:33])([CH3:32])[CH3:31])[CH2:26][CH2:25][CH2:24]5)=[CH:19][CH:18]=4)[O:16][C:10]=3[N:9]=[C:8]2[NH:2][CH3:1])[CH2:5][CH2:4]1, predict the reactants needed to synthesize it. The reactants are: [CH3:1][NH2:2].[CH:3]1([CH2:6][N:7]2[C:12](=[O:13])[C:11]3[C:14]([C:35]4[CH:40]=[CH:39][CH:38]=[CH:37][CH:36]=4)=[C:15]([C:17]4[CH:22]=[CH:21][C:20]([C:23]5([NH:27][C:28](=[O:34])[O:29][C:30]([CH3:33])([CH3:32])[CH3:31])[CH2:26][CH2:25][CH2:24]5)=[CH:19][CH:18]=4)[O:16][C:10]=3[N:9]=[C:8]2S(C)(=O)=O)[CH2:5][CH2:4]1. (6) Given the product [Cl:1][C:2]1[CH:3]=[C:4]([CH:37]=[CH:38][CH:39]=1)[CH2:5][N:6]([C:7]1[CH:8]=[CH:9][C:10]([C:11](=[O:12])[N:42]([O:43][CH3:44])[CH3:41])=[CH:14][CH:15]=1)[CH:16]1[CH2:17][CH2:18][N:19]([CH:22]([CH3:36])[CH2:23][CH2:24][NH:25][C:26](=[O:35])[C:27]2[C:32]([CH3:33])=[CH:31][CH:30]=[CH:29][C:28]=2[CH3:34])[CH2:20][CH2:21]1, predict the reactants needed to synthesize it. The reactants are: [Cl:1][C:2]1[CH:3]=[C:4]([CH:37]=[CH:38][CH:39]=1)[CH2:5][N:6]([CH:16]1[CH2:21][CH2:20][N:19]([CH:22]([CH3:36])[CH2:23][CH2:24][NH:25][C:26](=[O:35])[C:27]2[C:32]([CH3:33])=[CH:31][CH:30]=[CH:29][C:28]=2[CH3:34])[CH2:18][CH2:17]1)[C:7]1[CH:15]=[CH:14][C:10]([C:11](O)=[O:12])=[CH:9][CH:8]=1.Cl.[CH3:41][NH:42][O:43][CH3:44]. (7) Given the product [CH3:26][C:25]([O:24][C@H:23]([CH3:29])[C@@H:22]([C:30]([O:32][CH3:33])=[O:31])[NH:21][C:19]([C:18]1[CH:17]=[CH:16][C:15]([C:34]2[CH:39]=[CH:38][CH:37]=[C:36]([F:40])[CH:35]=2)=[CH:14][C:13]=1[NH:12][C:10]([NH:9][C:5]1[C:6]([CH3:8])=[CH:7][C:2]([CH2:44][CH:43]=[CH2:42])=[CH:3][C:4]=1[CH3:41])=[O:11])=[O:20])([CH3:28])[CH3:27], predict the reactants needed to synthesize it. The reactants are: Br[C:2]1[CH:7]=[C:6]([CH3:8])[C:5]([NH:9][C:10]([NH:12][C:13]2[CH:14]=[C:15]([C:34]3[CH:39]=[CH:38][CH:37]=[C:36]([F:40])[CH:35]=3)[CH:16]=[CH:17][C:18]=2[C:19]([NH:21][C@H:22]([C:30]([O:32][CH3:33])=[O:31])[C@@H:23]([CH3:29])[O:24][C:25]([CH3:28])([CH3:27])[CH3:26])=[O:20])=[O:11])=[C:4]([CH3:41])[CH:3]=1.[CH2:42]([Sn](CCCC)(CCCC)CCCC)[CH:43]=[CH2:44].O.C(OCC)(=O)C.